Dataset: Forward reaction prediction with 1.9M reactions from USPTO patents (1976-2016). Task: Predict the product of the given reaction. (1) Given the reactants [CH3:1][CH2:2][CH2:3][CH2:4][CH2:5][CH2:6][CH2:7][CH2:8][CH2:9][C:10]1[CH:11]=[CH:12][C:13](O)=[CH:14][CH:15]=1.C1CCCCC1.[CH2:23]([O:27][C:28]1[CH:33]=[CH:32][CH:31]=[CH:30][C:29]=1[CH2:34][CH2:35][CH2:36][CH2:37][CH2:38][CH2:39][CH2:40][CH2:41][CH3:42])[CH:24]1[O:26][CH2:25]1.C(OCC1OC1)C1[O:46]C1, predict the reaction product. The product is: [CH2:9]([C:10]1[CH:11]=[CH:12][CH:13]=[CH:14][C:15]=1[O:46][CH2:25][CH:24]([OH:26])[CH2:23][O:27][C:28]1[CH:33]=[CH:32][CH:31]=[CH:30][C:29]=1[CH2:34][CH2:35][CH2:36][CH2:37][CH2:38][CH2:39][CH2:40][CH2:41][CH3:42])[CH2:8][CH2:7][CH2:6][CH2:5][CH2:4][CH2:3][CH2:2][CH3:1]. (2) Given the reactants O[C:2]([C:18]1[S:19][CH:20]=[CH:21][CH:22]=1)([C:13]1[S:14][CH:15]=[CH:16][CH:17]=1)[C:3]1[S:7][C:6]([C:8]([O:10][CH2:11][CH3:12])=[O:9])=[CH:5][CH:4]=1.B(F)(F)F.O(CC)CC.C([SiH](CC)CC)C, predict the reaction product. The product is: [S:19]1[CH:20]=[CH:21][CH:22]=[C:18]1[CH:2]([C:13]1[S:14][CH:15]=[CH:16][CH:17]=1)[C:3]1[S:7][C:6]([C:8]([O:10][CH2:11][CH3:12])=[O:9])=[CH:5][CH:4]=1.